From a dataset of Reaction yield outcomes from USPTO patents with 853,638 reactions. Predict the reaction yield, written as a fraction of the theoretical maximum amount of product (1.0 means a 100% yield; for example, 0.34 means a 34% yield). (1) The reactants are [CH2:1]([O:8][CH2:9][C:10]([OH:12])=O)[C:2]1[CH:7]=[CH:6][CH:5]=[CH:4][CH:3]=1.C(Cl)Cl.CN(C)CCCN=C=NCC.[NH2:27][C:28]1[CH:43]=[CH:42][C:31]([C:32]([NH:34][CH2:35][CH2:36][N:37]([CH2:40][CH3:41])[CH2:38][CH3:39])=[O:33])=[C:30]([O:44][CH3:45])[CH:29]=1. The catalyst is O. The product is [CH2:40]([N:37]([CH2:38][CH3:39])[CH2:36][CH2:35][NH:34][C:32](=[O:33])[C:31]1[CH:42]=[CH:43][C:28]([NH:27][C:10](=[O:12])[CH2:9][O:8][CH2:1][C:2]2[CH:3]=[CH:4][CH:5]=[CH:6][CH:7]=2)=[CH:29][C:30]=1[O:44][CH3:45])[CH3:41]. The yield is 0.270. (2) The reactants are [CH3:1][C:2]1[CH:11]=[CH:10][C:9]2[C:4](=[CH:5][CH:6]=[CH:7][C:8]=2[N:12]2[CH2:17][CH2:16][N:15]([CH2:18][CH2:19][C:20]3[CH:21]=[C:22]([CH:24]=[CH:25][CH:26]=3)[NH2:23])[CH2:14][CH2:13]2)[N:3]=1.[C:27]([O:31][C:32]([N:34]1[CH2:40][CH2:39][CH2:38][C@H:35]1[CH:36]=O)=[O:33])([CH3:30])([CH3:29])[CH3:28].C(O[BH-](OC(=O)C)OC(=O)C)(=O)C.[Na+]. The catalyst is CO. The product is [CH3:1][C:2]1[CH:11]=[CH:10][C:9]2[C:4](=[CH:5][CH:6]=[CH:7][C:8]=2[N:12]2[CH2:13][CH2:14][N:15]([CH2:18][CH2:19][C:20]3[CH:21]=[C:22]([NH:23][CH2:36][CH:35]4[CH2:38][CH2:39][CH2:40][N:34]4[C:32]([O:31][C:27]([CH3:28])([CH3:30])[CH3:29])=[O:33])[CH:24]=[CH:25][CH:26]=3)[CH2:16][CH2:17]2)[N:3]=1. The yield is 0.400. (3) The reactants are [C:1]([O:4][C@@H:5]1[C@@H:10]([O:11][C:12](=[O:14])[CH3:13])[C@H:9]([O:15][C:16](=[O:18])[CH3:17])[C@@H:8]([O:19]/[C:20](/[C:29]([O:31][CH2:32][CH3:33])=[O:30])=[CH:21]\[C:22]2[CH:27]=[CH:26][CH:25]=[CH:24][C:23]=2F)[O:7][C@H:6]1[CH2:34][O:35][C:36](=[O:38])[CH3:37])(=[O:3])[CH3:2].[H-].[Na+].[Br-].C(O[C@@H:46]1[C@@H:52](OC(=O)C)[C@H:51](OC(=O)C)[C@@H:50]([CH2:61]OC(=O)C)O[C@@H:47]1O)(=O)C. No catalyst specified. The product is [C:16]([O:15][C@H:9]1[C@H:10]([O:11][C:12](=[O:14])[CH3:13])[C@@H:5]([O:4][C:1](=[O:3])[CH3:2])[C@H:6]([CH2:34][O:35][C:36](=[O:38])[CH3:37])[O:7][C@@H:8]1[O:19]/[C:20](/[C:29]([O:31][CH2:32][CH3:33])=[O:30])=[CH:21]\[C:22]1[CH:27]=[C:26]([C:47]2[CH:46]=[CH:52][CH:51]=[CH:50][CH:61]=2)[CH:25]=[CH:24][CH:23]=1)(=[O:18])[CH3:17]. The yield is 0.160. (4) The reactants are [NH2:1][C:2]1[CH:3]=[C:4]2[C:9](=[C:10]([Cl:12])[CH:11]=1)[N:8]=[CH:7][C:6]([C:13]#[N:14])=[C:5]2[NH:15][C:16]1[CH:21]=[CH:20][C:19]([F:22])=[C:18]([Cl:23])[CH:17]=1.[CH2:24]([O:31][CH2:32][N:33]1[C:37]([CH:38]=O)=[C:36]([C:40]#[C:41][CH2:42][OH:43])[N:35]=[CH:34]1)[C:25]1[CH:30]=[CH:29][CH:28]=[CH:27][CH:26]=1.[BH3-]C#N.[Na+]. The catalyst is CCO. The product is [CH2:24]([O:31][CH2:32][N:33]1[C:37]([CH2:38][NH:1][C:2]2[CH:3]=[C:4]3[C:9](=[C:10]([Cl:12])[CH:11]=2)[N:8]=[CH:7][C:6]([C:13]#[N:14])=[C:5]3[NH:15][C:16]2[CH:21]=[CH:20][C:19]([F:22])=[C:18]([Cl:23])[CH:17]=2)=[C:36]([C:40]#[C:41][CH2:42][OH:43])[N:35]=[CH:34]1)[C:25]1[CH:30]=[CH:29][CH:28]=[CH:27][CH:26]=1. The yield is 0.220. (5) The reactants are [C:1]([C-:4]1[CH:8]=[CH:7][CH:6]=[CH:5]1)(=[O:3])[CH3:2].[C-:9]1([C:14](=O)[CH3:15])[CH:13]=[CH:12][CH:11]=[CH:10]1.[Fe+2:17].Cl.O. The catalyst is C1(C)C=CC=CC=1. The product is [C:1]([C-:4]1[CH:8]=[CH:7][CH:6]=[CH:5]1)(=[O:3])[CH3:2].[CH2:14]([C-:9]1[CH:13]=[CH:12][CH:11]=[CH:10]1)[CH3:15].[Fe+2:17]. The yield is 0.600.